This data is from Catalyst prediction with 721,799 reactions and 888 catalyst types from USPTO. The task is: Predict which catalyst facilitates the given reaction. (1) Reactant: N#N.[C:3]([SiH2:7][O:8][C:9]([CH3:23])([CH3:22])[C:10]1[O:11][CH:12]=[C:13]([CH2:15][N:16]2[N:20]=[C:19]([NH2:21])[CH:18]=[N:17]2)[N:14]=1)([CH3:6])([CH3:5])[CH3:4].CCN(C(C)C)C(C)C.[CH:33]1[CH:38]=[C:37]([CH2:39][O:40][C:41](Cl)=[O:42])[C:36]([Cl:44])=[CH:35][CH:34]=1. Product: [Cl:44][C:36]1[CH:35]=[CH:34][CH:33]=[CH:38][C:37]=1[CH2:39][O:40][C:41](=[O:42])[NH:21][C:19]1[CH:18]=[N:17][N:16]([CH2:15][C:13]2[N:14]=[C:10]([C:9]([CH3:23])([CH3:22])[O:8][SiH2:7][C:3]([CH3:6])([CH3:4])[CH3:5])[O:11][CH:12]=2)[N:20]=1. The catalyst class is: 34. (2) Reactant: [OH:1][CH2:2][C:3]([CH2:8][OH:9])([CH2:6][OH:7])[CH2:4][OH:5].Br[CH2:11][CH2:12][CH2:13][CH2:14][CH2:15][CH2:16][CH2:17][CH2:18][CH2:19][CH2:20][CH2:21][CH2:22][CH2:23][CH2:24][CH2:25][CH2:26][CH2:27][CH3:28].[H-].[Na+].Cl. Product: [CH2:11]([O:1][CH2:2][C:3]([CH2:8][O:9][CH2:28][CH2:27][CH2:26][CH2:25][CH2:24][CH2:23][CH2:22][CH2:21][CH2:20][CH2:19][CH2:18][CH2:17][CH2:16][CH2:15][CH2:14][CH2:13][CH2:12][CH3:11])([CH2:6][O:7][CH2:28][CH2:27][CH2:26][CH2:25][CH2:24][CH2:23][CH2:22][CH2:21][CH2:20][CH2:19][CH2:18][CH2:17][CH2:16][CH2:15][CH2:14][CH2:13][CH2:12][CH3:11])[CH2:4][OH:5])[CH2:12][CH2:13][CH2:14][CH2:15][CH2:16][CH2:17][CH2:18][CH2:19][CH2:20][CH2:21][CH2:22][CH2:23][CH2:24][CH2:25][CH2:26][CH2:27][CH3:28]. The catalyst class is: 794. (3) Reactant: [CH3:1][C:2]1[C:7]([CH:8]([CH2:13][CH2:14][CH3:15])[C:9]([O:11]C)=[O:10])=[C:6]([N:16]2[CH2:21][CH2:20][CH2:19][CH2:18][CH2:17]2)[N:5]=[C:4]([N:22]2[CH2:27][CH2:26][CH2:25][CH2:24][CH2:23]2)[N:3]=1.[OH-].[Na+]. Product: [CH3:1][C:2]1[C:7]([CH:8]([CH2:13][CH2:14][CH3:15])[C:9]([OH:11])=[O:10])=[C:6]([N:16]2[CH2:17][CH2:18][CH2:19][CH2:20][CH2:21]2)[N:5]=[C:4]([N:22]2[CH2:27][CH2:26][CH2:25][CH2:24][CH2:23]2)[N:3]=1. The catalyst class is: 5. (4) Reactant: C([O:3][C:4](=[O:41])[CH2:5][CH2:6][NH:7][C:8](=[O:40])[C:9]1[CH:14]=[CH:13][C:12]([CH:15]([NH:28][C:29]([NH:31][C:32]2[CH:37]=[C:36]([Cl:38])[CH:35]=[C:34]([Cl:39])[CH:33]=2)=[O:30])[C:16]2[CH:21]=[CH:20][C:19]([C:22]3[CH2:27][CH2:26][CH2:25][CH2:24][CH:23]=3)=[CH:18][CH:17]=2)=[CH:11][CH:10]=1)C.[Li+].[OH-]. Product: [C:22]1([C:19]2[CH:18]=[CH:17][C:16]([CH:15]([NH:28][C:29]([NH:31][C:32]3[CH:33]=[C:34]([Cl:39])[CH:35]=[C:36]([Cl:38])[CH:37]=3)=[O:30])[C:12]3[CH:13]=[CH:14][C:9]([C:8]([NH:7][CH2:6][CH2:5][C:4]([OH:41])=[O:3])=[O:40])=[CH:10][CH:11]=3)=[CH:21][CH:20]=2)[CH2:27][CH2:26][CH2:25][CH2:24][CH:23]=1. The catalyst class is: 36. (5) Reactant: CC(C)(C)C([O:5][CH2:6][C:7]1[CH:12]=[CH:11][C:10]([C:13]2[CH:18]=[C:17]([O:19][CH3:20])[CH:16]=[CH:15][C:14]=2[F:21])=[C:9]([C:22]2[N:26]([CH:27]([CH3:29])[CH3:28])[CH:25]=[N:24][N:23]=2)[CH:8]=1)=O. Product: [F:21][C:14]1[CH:15]=[CH:16][C:17]([O:19][CH3:20])=[CH:18][C:13]=1[C:10]1[CH:11]=[CH:12][C:7]([CH2:6][OH:5])=[CH:8][C:9]=1[C:22]1[N:26]([CH:27]([CH3:29])[CH3:28])[CH:25]=[N:24][N:23]=1. The catalyst class is: 24. (6) Reactant: C(Cl)(=O)C(Cl)=O.CS(C)=O.[C:11]([O:15][C:16]([N:18]1[CH2:23][CH2:22][CH:21]([CH2:24][CH2:25][OH:26])[CH2:20][CH2:19]1)=[O:17])([CH3:14])([CH3:13])[CH3:12].CCN(C(C)C)C(C)C. Product: [C:11]([O:15][C:16]([N:18]1[CH2:23][CH2:22][CH:21]([CH2:24][CH:25]=[O:26])[CH2:20][CH2:19]1)=[O:17])([CH3:14])([CH3:13])[CH3:12]. The catalyst class is: 2. (7) Reactant: [CH3:1][OH:2].[Cl:3][C:4]1[C:5]([CH:12]([S:21][C:22]2[CH:27]=[CH:26][C:25]([Cl:28])=[CH:24][CH:23]=2)[C:13]2[CH:18]=[C:17]([F:19])[CH:16]=[CH:15][C:14]=2[F:20])=[CH:6][C:7](CO)=[N:8][CH:9]=1.OO.[OH2:31].C(OCC)(=[O:34])C. Product: [Cl:3][C:4]1[C:5]([CH:12]([S:21]([C:22]2[CH:27]=[CH:26][C:25]([Cl:28])=[CH:24][CH:23]=2)(=[O:34])=[O:31])[C:13]2[CH:18]=[C:17]([F:19])[CH:16]=[CH:15][C:14]=2[F:20])=[CH:6][C:7]([CH2:1][OH:2])=[N:8][CH:9]=1. The catalyst class is: 81.